Predict which catalyst facilitates the given reaction. From a dataset of Catalyst prediction with 721,799 reactions and 888 catalyst types from USPTO. (1) Reactant: [C:1]([CH2:4][C:5]1[CH:10]=[CH:9][C:8]([CH2:11][CH2:12][CH2:13][CH2:14][N:15]=[N+]=[N-])=[CH:7][CH:6]=1)([OH:3])=[O:2].C1(P(C2C=CC=CC=2)C2C=CC=CC=2)C=CC=CC=1. Product: [C:1]([CH2:4][C:5]1[CH:10]=[CH:9][C:8]([CH2:11][CH2:12][CH2:13][CH2:14][NH2:15])=[CH:7][CH:6]=1)([OH:3])=[O:2]. The catalyst class is: 90. (2) Reactant: [O:1]1[CH2:6][CH2:5][O:4][CH2:3][C@@H:2]1[CH2:7][OH:8].[H-].[Na+].[Br:11][C:12]1[C:13](Cl)=[N:14][C:15]([Cl:18])=[N:16][CH:17]=1. Product: [O:1]1[CH2:6][CH2:5][O:4][CH2:3][C@@H:2]1[CH2:7][O:8][C:13]1[C:12]([Br:11])=[CH:17][N:16]=[C:15]([Cl:18])[N:14]=1. The catalyst class is: 1. (3) Reactant: Cl[C:2]([O:4][CH3:5])=[O:3].[F:6][C:7]1[CH:12]=[C:11]([F:13])[CH:10]=[CH:9][C:8]=1[NH:14][C:15]([C:17]1[CH:18]=[C:19]([C:24]2[CH:29]=[CH:28][C:27]([F:30])=[CH:26][C:25]=2[F:31])[CH:20]=[CH:21]C=1O)=[O:16].Cl. Product: [F:6][C:7]1[CH:12]=[C:11]([F:13])[CH:10]=[CH:9][C:8]=1[N:14]1[C:15](=[O:16])[C:17]2[CH:18]=[C:19]([C:24]3[CH:29]=[CH:28][C:27]([F:30])=[CH:26][C:25]=3[F:31])[CH:20]=[CH:21][C:5]=2[O:4][C:2]1=[O:3]. The catalyst class is: 860. (4) Reactant: [F:1][C:2]1[C:10]([O:11][C:12]2[C:21]3[C:16](=[CH:17][C:18]([O:24][CH2:25][CH2:26][CH2:27][N:28]4[CH2:33][CH2:32][NH:31][CH2:30][CH2:29]4)=[C:19]([O:22][CH3:23])[CH:20]=3)[N:15]=[CH:14][N:13]=2)=[CH:9][CH:8]=[C:7]2[C:3]=1[CH:4]=[C:5]([CH3:34])[NH:6]2.ClC(Cl)(Cl)[C:37]([N:39]=C=O)=[O:38]. Product: [C:37]([N:31]1[CH2:32][CH2:33][N:28]([CH2:27][CH2:26][CH2:25][O:24][C:18]2[CH:17]=[C:16]3[C:21]([C:12]([O:11][C:10]4[C:2]([F:1])=[C:3]5[C:7](=[CH:8][CH:9]=4)[NH:6][C:5]([CH3:34])=[CH:4]5)=[N:13][CH:14]=[N:15]3)=[CH:20][C:19]=2[O:22][CH3:23])[CH2:29][CH2:30]1)(=[O:38])[NH2:39]. The catalyst class is: 858. (5) Reactant: [C:1]1([C@@H:7]2[CH2:9][C@H:8]2[NH2:10])[CH:6]=[CH:5][CH:4]=[CH:3][CH:2]=1.[C:11]([O-:14])([O-])=[O:12].[K+].[K+]. Product: [C:1]1([C@@H:7]2[CH2:9][C@H:8]2[NH:10][C:11](=[O:12])[O:14][C:1]([CH3:7])([CH3:6])[CH3:2])[CH:6]=[CH:5][CH:4]=[CH:3][CH:2]=1. The catalyst class is: 1. (6) Reactant: [CH3:1][O:2][C:3]1[C:4]([N+:11]([O-])=O)=[C:5]([CH:8]=[CH:9][CH:10]=1)[CH:6]=[O:7].CCO. Product: [NH2:11][C:4]1[C:3]([O:2][CH3:1])=[CH:10][CH:9]=[CH:8][C:5]=1[CH:6]=[O:7]. The catalyst class is: 409. (7) Reactant: [CH3:1]/[CH:2]=[C:3]1/[C:4]([NH:6][C@@H:7]([CH:34]([CH3:36])[CH3:35])[C:8]([O:10][C@H:11](/[CH:29]=[CH:30]/[CH2:31][CH2:32][SH:33])[CH2:12][C:13]([CH2:15][C@H:16]([CH:26]([CH3:28])[CH3:27])[C:17]([NH:19][C@H:20]([CH2:24][SH:25])[C:21]([NH:23]/1)=[O:22])=[O:18])=[O:14])=[O:9])=[O:5].[CH2:37]([OH:48])[C@H:38]([C@H:40]([C@@H:42]([C@@H:44]([CH2:46][OH:47])[OH:45])[OH:43])[OH:41])[OH:39].C(O)C(O)C.OP([O-])(O)=O.[Na+].OP([O-])([O-])=O.[Na+].[Na+]. Product: [CH3:1]/[CH:2]=[C:3]1/[C:4]([NH:6][C@@H:7]([CH:34]([CH3:36])[CH3:35])[C:8]([O:10][C@H:11](/[CH:29]=[CH:30]/[CH2:31][CH2:32][SH:33])[CH2:12][C:13]([CH2:15][C@H:16]([CH:26]([CH3:27])[CH3:28])[C:17]([NH:19][C@H:20]([CH2:24][SH:25])[C:21]([NH:23]/1)=[O:22])=[O:18])=[O:14])=[O:9])=[O:5].[CH2:46]([OH:47])[C@H:44]([C@H:42]([C@@H:40]([C@@H:38]([CH2:37][OH:48])[OH:39])[OH:41])[OH:43])[OH:45]. The catalyst class is: 14. (8) Reactant: [F:1][C:2]1[CH:7]=[CH:6][C:5]([S:8](Cl)(=[O:10])=[O:9])=[CH:4][CH:3]=1.[C:12]([C:14]1[C:15]([C:30]2[CH:35]=[CH:34][C:33]([C:36]([F:39])([F:38])[F:37])=[CH:32][CH:31]=2)=[CH:16][C:17]([CH2:20][NH:21][C:22]([C@@H:24]2[CH2:28][C@@H:27]([F:29])[CH2:26][NH:25]2)=[O:23])=[N:18][CH:19]=1)#[N:13]. Product: [C:12]([C:14]1[C:15]([C:30]2[CH:35]=[CH:34][C:33]([C:36]([F:38])([F:39])[F:37])=[CH:32][CH:31]=2)=[CH:16][C:17]([CH2:20][NH:21][C:22]([C@@H:24]2[CH2:28][C@@H:27]([F:29])[CH2:26][N:25]2[S:8]([C:5]2[CH:6]=[CH:7][C:2]([F:1])=[CH:3][CH:4]=2)(=[O:10])=[O:9])=[O:23])=[N:18][CH:19]=1)#[N:13]. The catalyst class is: 4. (9) Reactant: [Cl:1][C:2]1[CH:3]=[C:4]([C:12]2[O:16][N:15]=[C:14]([C:17]3[CH:25]=[CH:24][C:23]([CH2:26][CH2:27][CH2:28][C:29]([O:31]CC)=[O:30])=[C:22]4[C:18]=3[CH:19]=[CH:20][N:21]4[CH2:34][CH3:35])[N:13]=2)[CH:5]=[CH:6][C:7]=1[O:8][CH:9]([CH3:11])[CH3:10].[OH-].[Na+].Cl. Product: [Cl:1][C:2]1[CH:3]=[C:4]([C:12]2[O:16][N:15]=[C:14]([C:17]3[CH:25]=[CH:24][C:23]([CH2:26][CH2:27][CH2:28][C:29]([OH:31])=[O:30])=[C:22]4[C:18]=3[CH:19]=[CH:20][N:21]4[CH2:34][CH3:35])[N:13]=2)[CH:5]=[CH:6][C:7]=1[O:8][CH:9]([CH3:11])[CH3:10]. The catalyst class is: 8.